Dataset: Forward reaction prediction with 1.9M reactions from USPTO patents (1976-2016). Task: Predict the product of the given reaction. Given the reactants [H-].[Na+].[OH:3][CH2:4][CH2:5][N:6]1[CH2:11][CH2:10][O:9][CH2:8][CH2:7]1.[CH3:12][C:13]([C:15]1[CH:20]=[CH:19][C:18](F)=[CH:17][CH:16]=1)=[O:14].O, predict the reaction product. The product is: [N:6]1([CH2:5][CH2:4][O:3][C:18]2[CH:19]=[CH:20][C:15]([C:13](=[O:14])[CH3:12])=[CH:16][CH:17]=2)[CH2:11][CH2:10][O:9][CH2:8][CH2:7]1.